This data is from Catalyst prediction with 721,799 reactions and 888 catalyst types from USPTO. The task is: Predict which catalyst facilitates the given reaction. (1) Reactant: [Cl:1][C:2]1[CH:9]=[CH:8][C:5]([CH:6]=[O:7])=[CH:4][CH:3]=1.C(N(CC)CC)C.[CH:17]([C:19]([CH3:21])=[O:20])=[CH2:18].[Br-].C([N+]1C=CSC=1CCO)C.[NH4+].[Cl-]. Product: [Cl:1][C:2]1[CH:9]=[CH:8][C:5]([C:6](=[O:7])[CH2:18][CH2:17][C:19](=[O:20])[CH3:21])=[CH:4][CH:3]=1. The catalyst class is: 8. (2) Reactant: [CH3:1][C:2]1[N:3]=[C:4]([CH:7]([CH3:13])[C:8]([O:10][CH2:11][CH3:12])=[O:9])[S:5][CH:6]=1.Cl.[Br-:15].[K+].OO. Product: [Br:15][C:7]([C:4]1[S:5][CH:6]=[C:2]([CH3:1])[N:3]=1)([CH3:13])[C:8]([O:10][CH2:11][CH3:12])=[O:9]. The catalyst class is: 11. (3) Reactant: [CH3:1][CH2:2]/[CH:3]=[CH:4]\[CH2:5][C@H:6]1[C:10](=[O:11])[CH2:9][CH2:8][C@@H:7]1[CH2:12][C:13](O)=[O:14].[H-].[Al+3].[Li+].[H-].[H-].[H-].O. Product: [CH2:5]([C@H:6]1[CH:10]([OH:11])[CH2:9][CH2:8][C@@H:7]1[CH2:12][CH2:13][OH:14])/[CH:4]=[CH:3]\[CH2:2][CH3:1]. The catalyst class is: 7. (4) Reactant: [N+:1]([C:4]1[C:5]([OH:14])=[C:6]([O:12][CH3:13])[CH:7]=[C:8]([CH:11]=1)[CH:9]=[O:10])([O-:3])=[O:2].C(=O)([O-])[O-].[Cs+].[Cs+].Br[CH2:22][C:23]([O:25][CH2:26][CH3:27])=[O:24]. Product: [CH:9]([C:8]1[CH:11]=[C:4]([N+:1]([O-:3])=[O:2])[C:5]([O:14][CH2:22][C:23]([O:25][CH2:26][CH3:27])=[O:24])=[C:6]([O:12][CH3:13])[CH:7]=1)=[O:10]. The catalyst class is: 3. (5) Reactant: [C:1]([OH:11])(=[O:10])[C:2]1[C:3](=[CH:6][CH:7]=[CH:8][CH:9]=1)[CH:4]=O.C(=O)([O-])[O-].[K+].[K+].Br[CH:19](C(OC(C)(C)C)=O)[C:20]([O:22]C(C)(C)C)=[O:21].O. Product: [O:10]=[C:1]1[C:2]2[C:3](=[CH:6][CH:7]=[CH:8][CH:9]=2)[CH:4]=[C:19]([C:20]([OH:22])=[O:21])[O:11]1. The catalyst class is: 483. (6) Reactant: [Cl:1][C:2]1[N:3]=[CH:4][C:5]2[CH:10]=[CH:9][NH:8][C:6]=2[N:7]=1.[B-](F)(F)(F)[F:12].[B-](F)(F)(F)F.C1[N+]2(CCl)CC[N+](F)(CC2)C1.C(O)(=O)C. Product: [Cl:1][C:2]1[N:3]=[CH:4][C:5]2[C:10]([F:12])=[CH:9][NH:8][C:6]=2[N:7]=1. The catalyst class is: 23.